Dataset: Full USPTO retrosynthesis dataset with 1.9M reactions from patents (1976-2016). Task: Predict the reactants needed to synthesize the given product. (1) Given the product [N:28]1([CH2:14][CH2:13][C@@H:12]([C@@H:11]2[C@:17]3([CH3:25])[C:8]([C:7]4[CH2:6][CH2:5][C@@H:4]5[C@:21]([C:20]=4[CH2:19][CH2:18]3)([CH3:24])[CH2:22][CH2:23][C@H:2]([OH:1])[C:3]5([CH3:27])[CH3:26])=[CH:9][CH2:10]2)[CH3:16])[CH2:33][CH2:32][CH2:31][CH2:30][CH2:29]1, predict the reactants needed to synthesize it. The reactants are: [OH:1][C@H:2]1[CH2:23][CH2:22][C@@:21]2([CH3:24])[CH:4]([CH2:5][CH2:6][C:7]3[C:8]4[C@:17]([CH3:25])([CH2:18][CH2:19][C:20]=32)[C@@H:11]([C@@H:12]([CH3:16])[CH2:13][CH:14]=O)[CH2:10][CH:9]=4)[C:3]1([CH3:27])[CH3:26].[NH:28]1[CH2:33][CH2:32][CH2:31][CH2:30][CH2:29]1.C(O[BH-](OC(=O)C)OC(=O)C)(=O)C.[Na+]. (2) Given the product [CH3:14][S:15]([N:1]1[C:9]2=[N:8][CH:7]=[CH:6][CH:5]=[C:4]2[C:3]([CH:22]=[O:23])=[CH:2]1)(=[O:17])=[O:16], predict the reactants needed to synthesize it. The reactants are: [NH:1]1[C:9]2[C:4](=[CH:5][CH:6]=[CH:7][N:8]=2)[CH:3]=[C:2]1C=O.[H-].[Na+].[CH3:14][S:15](Cl)(=[O:17])=[O:16].CN([CH:22]=[O:23])C. (3) Given the product [CH3:12][O:13][C:14](=[O:28])[C@@H:15]([NH:27][S:8]([C:5]1[CH:6]=[CH:7][C:2]([Cl:1])=[CH:3][CH:4]=1)(=[O:10])=[O:9])[CH:16]([CH2:17][C:18]([F:21])([F:20])[F:19])[CH2:22][C:23]([F:25])([F:26])[F:24], predict the reactants needed to synthesize it. The reactants are: [Cl:1][C:2]1[CH:7]=[CH:6][C:5]([S:8](Cl)(=[O:10])=[O:9])=[CH:4][CH:3]=1.[CH3:12][O:13][C:14](=[O:28])[C@@H:15]([NH2:27])[CH:16]([CH2:22][C:23]([F:26])([F:25])[F:24])[CH2:17][C:18]([F:21])([F:20])[F:19].N1C=CC=CC=1.Cl. (4) The reactants are: C([O:3][C:4](=O)[N:5]([C:13]1[CH:18]=[C:17]([O:19][CH2:20][CH2:21][O:22][CH3:23])[N:16]=[C:15]([NH2:24])[C:14]=1[N+:25]([O-])=O)[CH2:6][C:7]1[CH:12]=[CH:11][CH:10]=[CH:9][CH:8]=1)C. Given the product [NH2:24][C:15]1[C:14]2[NH:25][C:4](=[O:3])[N:5]([CH2:6][C:7]3[CH:12]=[CH:11][CH:10]=[CH:9][CH:8]=3)[C:13]=2[CH:18]=[C:17]([O:19][CH2:20][CH2:21][O:22][CH3:23])[N:16]=1, predict the reactants needed to synthesize it.